This data is from Forward reaction prediction with 1.9M reactions from USPTO patents (1976-2016). The task is: Predict the product of the given reaction. (1) Given the reactants C([N-]C(C)C)(C)C.[Li+].[CH3:9][C:10]1([CH3:40])[NH:19][C:18](=[O:20])[C:17]2[CH:16]([C:21]3[CH:28]=[CH:27][C:24]([C:25]#[N:26])=[CH:23][CH:22]=3)[NH:15][C:14](=[O:29])[N:13]([C:30]3[CH:35]=[CH:34][CH:33]=[C:32]([C:36]([F:39])([F:38])[F:37])[CH:31]=3)[C:12]=2[CH2:11]1.Br[CH2:42][C:43]([O:45][CH3:46])=[O:44].O, predict the reaction product. The product is: [C:25]([C:24]1[CH:23]=[CH:22][C:21]([CH:16]2[N:15]([CH2:42][C:43]([O:45][CH3:46])=[O:44])[C:14](=[O:29])[N:13]([C:30]3[CH:35]=[CH:34][CH:33]=[C:32]([C:36]([F:39])([F:37])[F:38])[CH:31]=3)[C:12]3[CH2:11][C:10]([CH3:40])([CH3:9])[NH:19][C:18](=[O:20])[C:17]2=3)=[CH:28][CH:27]=1)#[N:26]. (2) Given the reactants [CH:1]([C:3]1[C:4]([NH:9]C(=O)C(C)(C)C)=[N:5][CH:6]=[CH:7][CH:8]=1)=O.[C:16]([O:24][CH2:25][CH3:26])(=[O:23])[CH2:17][C:18]([O:20]CC)=O.N1CCCC1, predict the reaction product. The product is: [O:20]=[C:18]1[C:17]([C:16]([O:24][CH2:25][CH3:26])=[O:23])=[CH:1][C:3]2[C:4](=[N:5][CH:6]=[CH:7][CH:8]=2)[NH:9]1. (3) Given the reactants [Cl:1][CH:2]([C:14]1[CH:19]=[CH:18][CH:17]=[CH:16][CH:15]=1)[C:3]([C:5]1[C:13]2[C:8](=[CH:9][CH:10]=[CH:11][CH:12]=2)[NH:7][CH:6]=1)=[O:4].[H-].[Na+].Cl[S:23]([CH:26]1[CH2:31][CH2:30][N:29]([C:32]([O:34][CH2:35][C:36]2[CH:41]=[CH:40][CH:39]=[CH:38][CH:37]=2)=[O:33])[CH2:28][CH2:27]1)(=[O:25])=[O:24].O, predict the reaction product. The product is: [Cl:1][CH:2]([C:14]1[CH:19]=[CH:18][CH:17]=[CH:16][CH:15]=1)[C:3]([C:5]1[C:13]2[C:8](=[CH:9][CH:10]=[CH:11][CH:12]=2)[N:7]([S:23]([CH:26]2[CH2:27][CH2:28][N:29]([C:32]([O:34][CH2:35][C:36]3[CH:41]=[CH:40][CH:39]=[CH:38][CH:37]=3)=[O:33])[CH2:30][CH2:31]2)(=[O:24])=[O:25])[CH:6]=1)=[O:4]. (4) Given the reactants [Cl:1][C:2]1[CH:7]=[CH:6][CH:5]=[CH:4][C:3]=1[CH2:8][C:9]([OH:11])=O.CN(C(ON1N=NC2C=CC=NC1=2)=[N+](C)C)C.F[P-](F)(F)(F)(F)F.CCN(C(C)C)C(C)C.[I-].[CH2:46]([N+:50]1[N:54]=[C:53]([CH3:55])[S:52][C:51]=1[CH3:56])[CH2:47][CH2:48][CH3:49], predict the reaction product. The product is: [CH2:46]([N:50]1[N:54]=[C:53]([CH3:55])[S:52]/[C:51]/1=[CH:56]\[C:9]([CH2:8][C:3]1[CH:4]=[CH:5][CH:6]=[CH:7][C:2]=1[Cl:1])=[O:11])[CH2:47][CH2:48][CH3:49]. (5) Given the reactants [CH2:1]([C:3]1[C:8]([C:9]2[CH:14]=[CH:13][C:12]([NH:15]C(=O)OC(C)(C)C)=[CH:11][CH:10]=2)=[CH:7][C:6]([C:23]2[O:24][C:25](=[O:29])[N:26]([CH3:28])[N:27]=2)=[CH:5][N:4]=1)[CH3:2].CC1(C)C(C)(C)OB(C2C=CC(NC(=O)OC(C)(C)C)=CC=2)O1.BrC1C=CC(N)=CC=1, predict the reaction product. The product is: [NH2:15][C:12]1[CH:13]=[CH:14][C:9]([C:8]2[CH:7]=[C:6]([C:23]3[O:24][C:25](=[O:29])[N:26]([CH3:28])[N:27]=3)[CH:5]=[N:4][C:3]=2[CH2:1][CH3:2])=[CH:10][CH:11]=1. (6) Given the reactants [NH2:1][C:2]1[CH:3]2[C:10]([C:11]3[CH:16]=[CH:15][C:14]([CH3:17])=[CH:13][CH:12]=3)=[N:9][N:8]([CH2:18][CH2:19][CH2:20][CH2:21][OH:22])[CH:4]2[N:5]=[CH:6][N:7]=1.[S:23](Cl)([C:26]1[CH:32]=[CH:31][C:29]([CH3:30])=[CH:28][CH:27]=1)(=[O:25])=[O:24].C(Cl)Cl, predict the reaction product. The product is: [NH2:1][C:2]1[CH:3]2[C:10]([C:11]3[CH:12]=[CH:13][C:14]([CH3:17])=[CH:15][CH:16]=3)=[N:9][N:8]([CH2:18][CH2:19][CH2:20][CH2:21][O:22][S:23]([C:26]3[CH:32]=[CH:31][C:29]([CH3:30])=[CH:28][CH:27]=3)(=[O:25])=[O:24])[CH:4]2[N:5]=[CH:6][N:7]=1.